This data is from Peptide-MHC class I binding affinity with 185,985 pairs from IEDB/IMGT. The task is: Regression. Given a peptide amino acid sequence and an MHC pseudo amino acid sequence, predict their binding affinity value. This is MHC class I binding data. The peptide sequence is EVIRATYPS. The MHC is HLA-B15:01 with pseudo-sequence HLA-B15:01. The binding affinity (normalized) is 0.0847.